This data is from Full USPTO retrosynthesis dataset with 1.9M reactions from patents (1976-2016). The task is: Predict the reactants needed to synthesize the given product. (1) Given the product [Cl:1][C:2]1[S:10][C:9]2[S:8](=[O:12])(=[O:11])[NH:7][CH2:6][N:5]([CH3:13])[C:4]=2[CH:3]=1, predict the reactants needed to synthesize it. The reactants are: [Cl:1][C:2]1[S:10][C:9]2[S:8](=[O:12])(=[O:11])[N:7]=[CH:6][N:5]([CH3:13])[C:4]=2[CH:3]=1.[BH4-].[Na+]. (2) Given the product [Cl:1][C:2]1[CH:3]=[C:4]2[C:9](=[CH:10][CH:11]=1)[NH:8][C:7](=[O:12])[C:6]([CH2:13][NH:15][C:16]1[C:21](=[O:22])[N:20]([CH3:23])[C:19]([C:24]#[N:25])=[CH:18][CH:17]=1)=[CH:5]2, predict the reactants needed to synthesize it. The reactants are: [Cl:1][C:2]1[CH:3]=[C:4]2[C:9](=[CH:10][CH:11]=1)[NH:8][C:7](=[O:12])[C:6]([CH:13]=O)=[CH:5]2.[NH2:15][C:16]1[C:21](=[O:22])[N:20]([CH3:23])[C:19]([C:24]#[N:25])=[CH:18][CH:17]=1.C(O)(=O)C.C(O[BH-](OC(=O)C)OC(=O)C)(=O)C.[Na+]. (3) Given the product [CH3:16][O:17][C:18](=[O:45])[CH2:19][CH2:20][CH:21]([NH:37][C:13](=[O:15])[CH2:12][CH2:11][CH2:10][CH2:9][CH2:8][CH2:7][C:3]1[CH:2]=[N:1][CH:6]=[CH:5][CH:4]=1)[CH2:22][C:23]1[CH:28]=[CH:27][C:26]([O:29][CH2:30][C:31]2[CH:32]=[CH:33][CH:34]=[CH:35][CH:36]=2)=[CH:25][CH:24]=1, predict the reactants needed to synthesize it. The reactants are: [N:1]1[CH:6]=[CH:5][CH:4]=[C:3](/[CH:7]=[CH:8]/[CH2:9][CH2:10][CH2:11][CH2:12][C:13]([OH:15])=O)[CH:2]=1.[CH3:16][O:17][C:18](=[O:45])[CH:19]=[CH:20][CH:21]([NH:37]C(OC(C)(C)C)=O)[CH2:22][C:23]1[CH:28]=[CH:27][C:26]([O:29][CH2:30][C:31]2[CH:36]=[CH:35][CH:34]=[CH:33][CH:32]=2)=[CH:25][CH:24]=1. (4) Given the product [CH3:29][C:28]1[C:21]2[C:20]([CH2:19][N:12]3[C:13]4[CH:18]=[CH:17][CH:16]=[CH:15][C:14]=4[N:10]([CH:6]([CH2:7][CH2:8][CH3:9])[CH2:5][C:4]([OH:31])=[O:3])[C:11]3=[O:30])=[CH:24][S:23][C:22]=2[CH:25]=[CH:26][CH:27]=1, predict the reactants needed to synthesize it. The reactants are: C([O:3][C:4](=[O:31])[CH2:5][CH:6]([N:10]1[C:14]2[CH:15]=[CH:16][CH:17]=[CH:18][C:13]=2[N:12]([CH2:19][C:20]2[C:21]3[C:28]([CH3:29])=[CH:27][CH:26]=[CH:25][C:22]=3[S:23][CH:24]=2)[C:11]1=[O:30])[CH2:7][CH2:8][CH3:9])C.[OH-].[Na+].Cl.O. (5) The reactants are: [C:1]([C:3]1[CH:8]=[CH:7][CH:6]=[CH:5][C:4]=1[C:9]1[CH:10]=[C:11]([CH2:23][N:24](C)[C:25](=O)OC(C)(C)C)[S:12][C:13]=1[S:14]([C:17]1[CH:18]=[N:19][CH:20]=[CH:21][CH:22]=1)(=[O:16])=[O:15])#[N:2].C(OCC)(=O)C.[ClH:39]. Given the product [ClH:39].[CH3:25][NH:24][CH2:23][C:11]1[S:12][C:13]([S:14]([C:17]2[CH:18]=[N:19][CH:20]=[CH:21][CH:22]=2)(=[O:16])=[O:15])=[C:9]([C:4]2[CH:5]=[CH:6][CH:7]=[CH:8][C:3]=2[C:1]#[N:2])[CH:10]=1, predict the reactants needed to synthesize it. (6) Given the product [NH2:1][C:2]1[N:3]=[C:4]([Cl:12])[C:5]([C:9](=[O:11])[CH3:10])=[C:6]([Cl:8])[N:7]=1, predict the reactants needed to synthesize it. The reactants are: [NH2:1][C:2]1[N:7]=[C:6]([Cl:8])[C:5]([CH:9]([OH:11])[CH3:10])=[C:4]([Cl:12])[N:3]=1. (7) The reactants are: C(OC([N:8]1[CH2:17][CH2:16][C:11]2([O:15][CH2:14][CH2:13][O:12]2)[CH2:10][CH:9]1[CH2:18][CH2:19][C:20]([O:22][CH2:23][CH3:24])=[O:21])=O)(C)(C)C.Cl.O1CCOCC1. Given the product [CH2:23]([O:22][C:20](=[O:21])[CH2:19][CH2:18][CH:9]1[NH:8][CH2:17][CH2:16][C:11]2([O:12][CH2:13][CH2:14][O:15]2)[CH2:10]1)[CH3:24], predict the reactants needed to synthesize it.